Dataset: Cav3 T-type calcium channel HTS with 100,875 compounds. Task: Binary Classification. Given a drug SMILES string, predict its activity (active/inactive) in a high-throughput screening assay against a specified biological target. (1) The drug is s1c(/C(=N\NC(=O)Cc2ccccc2)C)ccc1. The result is 0 (inactive). (2) The compound is O=C(Nc1cc(c2[nH]c3c(n2)cccc3)ccc1)c1cc(NC(=O)c2occc2)ccc1. The result is 0 (inactive). (3) The compound is S(=O)(=O)(N1CC(CCC1)C(=O)NCc1ncccc1)c1ccc(OC)cc1. The result is 0 (inactive).